This data is from Reaction yield outcomes from USPTO patents with 853,638 reactions. The task is: Predict the reaction yield, written as a fraction of the theoretical maximum amount of product (1.0 means a 100% yield; for example, 0.34 means a 34% yield). (1) No catalyst specified. The reactants are ClC(Cl)(O[C:5](=O)[O:6][C:7]([Cl:10])(Cl)Cl)Cl.[OH:13][C:14]1[NH:15][C:16]2C=[CH:21][CH:20]=[CH:19][C:17]=2[N:18]=1.C1C[O:26]CC1. The yield is 0.850. The product is [Cl:10][C:7]([O:6][C:5]1[C:16]2[NH:15][C:14]([OH:13])=[N:18][C:17]=2[CH:19]=[CH:20][CH:21]=1)=[O:26]. (2) The reactants are O1[CH2:6][CH2:5]OCC1.O1[CH2:11][CH2:10][CH2:9][CH2:8]1.C(COC)OC.CO[C:20]([CH3:23])([CH3:22])[CH3:21]. No catalyst specified. The product is [CH3:21][C:20]1([CH3:23])[C:5]2([CH3:6])[CH:10]3[CH2:11][CH:22]1[CH2:8][CH:9]23. The yield is 0.190. (3) The reactants are CC[C@@H]1[C@@H]2C[C@H]([C@@H](OC3C4C(=CC=CC=4)C(O[C@@H](C4C=CN=C5C=4C=C(OC)C=C5)[C@@H]4N5C[C@H](CC)[C@@H](CC5)C4)=NN=3)C3C=CN=C4C=3C=C([O:22]C)C=C4)N(CC2)C1.CS(N)(=O)=O.C([Si]([O:71]/[C:72](/[C:75]1[CH:80]=[CH:79][CH:78]=[C:77]([Cl:81])[CH:76]=1)=[CH:73]\[CH3:74])(C)C)(C)(C)C.S([O-])([O-])=O.[Na+].[Na+]. The catalyst is C(O)(C)(C)C.O. The product is [Cl:81][C:77]1[CH:76]=[C:75]([C:72](=[O:71])[C@H:73]([OH:22])[CH3:74])[CH:80]=[CH:79][CH:78]=1. The yield is 0.870.